This data is from NCI-60 drug combinations with 297,098 pairs across 59 cell lines. The task is: Regression. Given two drug SMILES strings and cell line genomic features, predict the synergy score measuring deviation from expected non-interaction effect. (1) Drug 1: CC=C1C(=O)NC(C(=O)OC2CC(=O)NC(C(=O)NC(CSSCCC=C2)C(=O)N1)C(C)C)C(C)C. Drug 2: CC12CCC3C(C1CCC2O)C(CC4=C3C=CC(=C4)O)CCCCCCCCCS(=O)CCCC(C(F)(F)F)(F)F. Cell line: EKVX. Synergy scores: CSS=3.18, Synergy_ZIP=-0.0201, Synergy_Bliss=0.932, Synergy_Loewe=-7.11, Synergy_HSA=-0.973. (2) Drug 1: C1=CC(=CC=C1CC(C(=O)O)N)N(CCCl)CCCl.Cl. Drug 2: CC1=C(C(=O)C2=C(C1=O)N3CC4C(C3(C2COC(=O)N)OC)N4)N. Cell line: SNB-19. Synergy scores: CSS=50.6, Synergy_ZIP=4.46, Synergy_Bliss=5.29, Synergy_Loewe=-14.0, Synergy_HSA=5.03. (3) Drug 1: CC(C1=C(C=CC(=C1Cl)F)Cl)OC2=C(N=CC(=C2)C3=CN(N=C3)C4CCNCC4)N. Drug 2: C1CCC(C(C1)N)N.C(=O)(C(=O)[O-])[O-].[Pt+4]. Cell line: NCI-H460. Synergy scores: CSS=21.1, Synergy_ZIP=6.01, Synergy_Bliss=14.0, Synergy_Loewe=13.5, Synergy_HSA=14.1. (4) Drug 1: CCC1=CC2CC(C3=C(CN(C2)C1)C4=CC=CC=C4N3)(C5=C(C=C6C(=C5)C78CCN9C7C(C=CC9)(C(C(C8N6C)(C(=O)OC)O)OC(=O)C)CC)OC)C(=O)OC.C(C(C(=O)O)O)(C(=O)O)O. Drug 2: CC(C)(C#N)C1=CC(=CC(=C1)CN2C=NC=N2)C(C)(C)C#N. Cell line: SF-268. Synergy scores: CSS=20.5, Synergy_ZIP=-0.0877, Synergy_Bliss=1.56, Synergy_Loewe=-16.1, Synergy_HSA=1.39. (5) Drug 1: C1=CN(C=N1)CC(O)(P(=O)(O)O)P(=O)(O)O. Drug 2: CC(C)CN1C=NC2=C1C3=CC=CC=C3N=C2N. Cell line: ACHN. Synergy scores: CSS=2.45, Synergy_ZIP=0.589, Synergy_Bliss=1.63, Synergy_Loewe=0.701, Synergy_HSA=0.358. (6) Synergy scores: CSS=-1.23, Synergy_ZIP=1.25, Synergy_Bliss=0.341, Synergy_Loewe=-4.19, Synergy_HSA=-3.54. Cell line: NCI-H322M. Drug 1: C1=CC(=CC=C1CC(C(=O)O)N)N(CCCl)CCCl.Cl. Drug 2: CC12CCC3C(C1CCC2OP(=O)(O)O)CCC4=C3C=CC(=C4)OC(=O)N(CCCl)CCCl.[Na+]. (7) Drug 1: C1=NC2=C(N1)C(=S)N=C(N2)N. Drug 2: N.N.Cl[Pt+2]Cl. Cell line: UO-31. Synergy scores: CSS=6.87, Synergy_ZIP=-4.21, Synergy_Bliss=-10.5, Synergy_Loewe=-12.7, Synergy_HSA=-9.44. (8) Drug 1: CC1C(C(CC(O1)OC2CC(CC3=C2C(=C4C(=C3O)C(=O)C5=CC=CC=C5C4=O)O)(C(=O)C)O)N)O. Drug 2: CC1C(C(CC(O1)OC2CC(CC3=C2C(=C4C(=C3O)C(=O)C5=C(C4=O)C(=CC=C5)OC)O)(C(=O)CO)O)N)O.Cl. Cell line: M14. Synergy scores: CSS=52.5, Synergy_ZIP=-1.25, Synergy_Bliss=0.921, Synergy_Loewe=2.30, Synergy_HSA=3.98. (9) Synergy scores: CSS=32.8, Synergy_ZIP=-6.60, Synergy_Bliss=-9.96, Synergy_Loewe=-53.9, Synergy_HSA=-8.07. Drug 1: C1=CC(=CC=C1CCC2=CNC3=C2C(=O)NC(=N3)N)C(=O)NC(CCC(=O)O)C(=O)O. Drug 2: CC12CCC3C(C1CCC2OP(=O)(O)O)CCC4=C3C=CC(=C4)OC(=O)N(CCCl)CCCl.[Na+]. Cell line: NCI-H522.